Dataset: NCI-60 drug combinations with 297,098 pairs across 59 cell lines. Task: Regression. Given two drug SMILES strings and cell line genomic features, predict the synergy score measuring deviation from expected non-interaction effect. Synergy scores: CSS=6.31, Synergy_ZIP=-10.9, Synergy_Bliss=-17.0, Synergy_Loewe=-14.4, Synergy_HSA=-13.4. Cell line: KM12. Drug 2: CC1=C(C(=O)C2=C(C1=O)N3CC4C(C3(C2COC(=O)N)OC)N4)N. Drug 1: CN(C)N=NC1=C(NC=N1)C(=O)N.